From a dataset of Peptide-MHC class II binding affinity with 134,281 pairs from IEDB. Regression. Given a peptide amino acid sequence and an MHC pseudo amino acid sequence, predict their binding affinity value. This is MHC class II binding data. (1) The peptide sequence is GAGKTRRFLPQILAE. The MHC is DRB5_0101 with pseudo-sequence DRB5_0101. The binding affinity (normalized) is 0.723. (2) The peptide sequence is LAECARRRLRTLVLA. The MHC is DRB1_0701 with pseudo-sequence DRB1_0701. The binding affinity (normalized) is 0.370.